This data is from Reaction yield outcomes from USPTO patents with 853,638 reactions. The task is: Predict the reaction yield, written as a fraction of the theoretical maximum amount of product (1.0 means a 100% yield; for example, 0.34 means a 34% yield). (1) The reactants are [Cl:1][C:2]1[CH:7]=[CH:6][C:5]([S:8]([CH:11]([C:22]2[CH:27]=[C:26]([F:28])[CH:25]=[CH:24][C:23]=2[F:29])[C:12]2[C:13]([CH3:21])=[CH:14][C:15]([C:18](O)=[O:19])=[N:16][CH:17]=2)(=[O:10])=[O:9])=[CH:4][C:3]=1[CH3:30].[NH2:31][CH2:32][CH2:33][OH:34].Cl.C(N=C=NCCCN(C)C)C.ON1C2C=CC=CC=2N=N1.C(N(CC)CC)C. The catalyst is C(Cl)Cl.O. The product is [Cl:1][C:2]1[CH:7]=[CH:6][C:5]([S:8]([CH:11]([C:22]2[CH:27]=[C:26]([F:28])[CH:25]=[CH:24][C:23]=2[F:29])[C:12]2[C:13]([CH3:21])=[CH:14][C:15]([C:18]([NH:31][CH2:32][CH2:33][OH:34])=[O:19])=[N:16][CH:17]=2)(=[O:10])=[O:9])=[CH:4][C:3]=1[CH3:30]. The yield is 0.580. (2) The reactants are [Cl:1][C:2]1[C:7]([Cl:8])=[CH:6][C:5]([C:9](=[O:11])[CH3:10])=[C:4]([OH:12])[CH:3]=1.[I:13]N1C(=O)CCC1=O. The catalyst is C(O)(=O)C. The product is [Cl:1][C:2]1[C:7]([Cl:8])=[CH:6][C:5]([C:9](=[O:11])[CH3:10])=[C:4]([OH:12])[C:3]=1[I:13]. The yield is 0.460.